The task is: Predict which catalyst facilitates the given reaction.. This data is from Catalyst prediction with 721,799 reactions and 888 catalyst types from USPTO. Reactant: C(#N)C.[CH3:4][O:5][C:6]1[CH:7]=[CH:8][CH:9]=[CH:10][C:11]=1[O:12][CH2:13][CH2:14][NH:15][CH2:16][CH:17]([OH:33])[CH2:18][O:19][C:20]1[CH:21]=[CH:22][CH:23]=[C:24]2[NH:32][C:31]3[CH:30]=[CH:29][CH:28]=[CH:27][C:26]=3[C:25]=12.[P:34](=[O:38])([OH:37])([OH:36])[OH:35]. Product: [CH3:4][O:5][C:6]1[C:11]([O:12][CH2:13][CH2:14][NH:15][CH2:16][CH:17]([OH:33])[CH2:18][O:19][C:20]2[C:25]3[C:26]4[C:31]([NH:32][C:24]=3[CH:23]=[CH:22][CH:21]=2)=[CH:30][CH:29]=[CH:28][CH:27]=4)=[CH:10][CH:9]=[CH:8][CH:7]=1.[CH3:4][O:5][C:6]1[C:11]([O:12][CH2:13][CH2:14][NH:15][CH2:16][CH:17]([OH:33])[CH2:18][O:19][C:20]2[C:25]3[C:26]4[C:31]([NH:32][C:24]=3[CH:23]=[CH:22][CH:21]=2)=[CH:30][CH:29]=[CH:28][CH:27]=4)=[CH:10][CH:9]=[CH:8][CH:7]=1.[OH2:35].[OH:36][P:34]([OH:38])([OH:37])=[O:35].[OH:36][P:34]([OH:38])([OH:37])=[O:35]. The catalyst class is: 6.